Dataset: HIV replication inhibition screening data with 41,000+ compounds from the AIDS Antiviral Screen. Task: Binary Classification. Given a drug SMILES string, predict its activity (active/inactive) in a high-throughput screening assay against a specified biological target. (1) The compound is CC=CC=CC(=O)C1c2cccc(O)c2C(=O)c2c(O)cc(C)cc21. The result is 0 (inactive). (2) The result is 0 (inactive). The drug is O=C(O)CCSSc1ccc([N+](=O)[O-])cc1[N+](=O)[O-]. (3) The compound is Br.C(=NNC1=NCCN1)c1cccc2cc3ccncc3nc12. The result is 0 (inactive).